Predict the reaction yield, written as a fraction of the theoretical maximum amount of product (1.0 means a 100% yield; for example, 0.34 means a 34% yield). From a dataset of Reaction yield outcomes from USPTO patents with 853,638 reactions. (1) The reactants are [OH:1][CH2:2][CH2:3][CH2:4][C:5](=O)[CH3:6].[Br:8][C:9]1[CH:10]=[CH:11][C:12]([OH:18])=[C:13]([C:15](=[O:17])[CH3:16])[CH:14]=1.N1CCCC1.C(O)(=O)C. The catalyst is C1(C)C=CC=CC=1. The product is [Br:8][C:9]1[CH:14]=[C:13]2[C:12](=[CH:11][CH:10]=1)[O:18][C:5]([CH2:4][CH2:3][CH2:2][OH:1])([CH3:6])[CH2:16][C:15]2=[O:17]. The yield is 0.500. (2) The reactants are [F:1][C:2]1[CH:3]=[C:4](N)[CH:5]=[CH:6][C:7]=1[O:8][C:9]1[CH:14]=[CH:13][CH:12]=[CH:11][CH:10]=1.S(=O)(=O)(O)O.N([O-])=O.[Na+].[I-:25].[Na+]. The catalyst is COCCOC.O. The product is [F:1][C:2]1[CH:3]=[C:4]([I:25])[CH:5]=[CH:6][C:7]=1[O:8][C:9]1[CH:14]=[CH:13][CH:12]=[CH:11][CH:10]=1. The yield is 0.970.